From a dataset of NCI-60 drug combinations with 297,098 pairs across 59 cell lines. Regression. Given two drug SMILES strings and cell line genomic features, predict the synergy score measuring deviation from expected non-interaction effect. (1) Drug 1: CNC(=O)C1=CC=CC=C1SC2=CC3=C(C=C2)C(=NN3)C=CC4=CC=CC=N4. Drug 2: CC1=C(C(CCC1)(C)C)C=CC(=CC=CC(=CC(=O)O)C)C. Cell line: M14. Synergy scores: CSS=-7.79, Synergy_ZIP=2.58, Synergy_Bliss=-1.97, Synergy_Loewe=-4.68, Synergy_HSA=-6.22. (2) Drug 1: C1CCC(C1)C(CC#N)N2C=C(C=N2)C3=C4C=CNC4=NC=N3. Drug 2: C1=C(C(=O)NC(=O)N1)F. Cell line: MCF7. Synergy scores: CSS=35.4, Synergy_ZIP=3.65, Synergy_Bliss=4.67, Synergy_Loewe=0.732, Synergy_HSA=4.87. (3) Drug 1: C1=CC(=CC=C1CC(C(=O)O)N)N(CCCl)CCCl.Cl. Cell line: CAKI-1. Drug 2: CC1CCC2CC(C(=CC=CC=CC(CC(C(=O)C(C(C(=CC(C(=O)CC(OC(=O)C3CCCCN3C(=O)C(=O)C1(O2)O)C(C)CC4CCC(C(C4)OC)O)C)C)O)OC)C)C)C)OC. Synergy scores: CSS=39.6, Synergy_ZIP=-8.01, Synergy_Bliss=-5.03, Synergy_Loewe=-5.54, Synergy_HSA=1.87. (4) Drug 1: COC1=C(C=C2C(=C1)N=CN=C2NC3=CC(=C(C=C3)F)Cl)OCCCN4CCOCC4. Drug 2: CCC(=C(C1=CC=CC=C1)C2=CC=C(C=C2)OCCN(C)C)C3=CC=CC=C3.C(C(=O)O)C(CC(=O)O)(C(=O)O)O. Cell line: SF-539. Synergy scores: CSS=9.56, Synergy_ZIP=-2.34, Synergy_Bliss=1.42, Synergy_Loewe=0.937, Synergy_HSA=1.80. (5) Drug 1: C1C(C(OC1N2C=C(C(=O)NC2=O)F)CO)O. Drug 2: CC12CCC3C(C1CCC2OP(=O)(O)O)CCC4=C3C=CC(=C4)OC(=O)N(CCCl)CCCl.[Na+]. Cell line: MDA-MB-435. Synergy scores: CSS=22.1, Synergy_ZIP=-5.06, Synergy_Bliss=-3.02, Synergy_Loewe=-0.0301, Synergy_HSA=0.0122. (6) Drug 1: C#CCC(CC1=CN=C2C(=N1)C(=NC(=N2)N)N)C3=CC=C(C=C3)C(=O)NC(CCC(=O)O)C(=O)O. Drug 2: CC1C(C(CC(O1)OC2CC(CC3=C2C(=C4C(=C3O)C(=O)C5=C(C4=O)C(=CC=C5)OC)O)(C(=O)CO)O)N)O.Cl. Cell line: UACC-257. Synergy scores: CSS=32.4, Synergy_ZIP=-2.28, Synergy_Bliss=-0.366, Synergy_Loewe=1.41, Synergy_HSA=1.81. (7) Drug 1: CC1C(C(CC(O1)OC2CC(OC(C2O)C)OC3=CC4=CC5=C(C(=O)C(C(C5)C(C(=O)C(C(C)O)O)OC)OC6CC(C(C(O6)C)O)OC7CC(C(C(O7)C)O)OC8CC(C(C(O8)C)O)(C)O)C(=C4C(=C3C)O)O)O)O. Drug 2: C1CC(=O)NC(=O)C1N2C(=O)C3=CC=CC=C3C2=O. Cell line: UO-31. Synergy scores: CSS=42.3, Synergy_ZIP=1.62, Synergy_Bliss=0.937, Synergy_Loewe=-40.1, Synergy_HSA=-0.121. (8) Drug 1: C1CN1P(=S)(N2CC2)N3CC3. Drug 2: CCCCCOC(=O)NC1=NC(=O)N(C=C1F)C2C(C(C(O2)C)O)O. Cell line: UACC62. Synergy scores: CSS=1.96, Synergy_ZIP=-1.38, Synergy_Bliss=-0.781, Synergy_Loewe=0.0488, Synergy_HSA=0.0487. (9) Drug 1: CN1C(=O)N2C=NC(=C2N=N1)C(=O)N. Drug 2: CCN(CC)CCCC(C)NC1=C2C=C(C=CC2=NC3=C1C=CC(=C3)Cl)OC. Cell line: LOX IMVI. Synergy scores: CSS=25.0, Synergy_ZIP=-5.83, Synergy_Bliss=0.00801, Synergy_Loewe=-7.70, Synergy_HSA=-1.72. (10) Drug 1: CC1CCC2CC(C(=CC=CC=CC(CC(C(=O)C(C(C(=CC(C(=O)CC(OC(=O)C3CCCCN3C(=O)C(=O)C1(O2)O)C(C)CC4CCC(C(C4)OC)O)C)C)O)OC)C)C)C)OC. Drug 2: CC1=C2C(C(=O)C3(C(CC4C(C3C(C(C2(C)C)(CC1OC(=O)C(C(C5=CC=CC=C5)NC(=O)C6=CC=CC=C6)O)O)OC(=O)C7=CC=CC=C7)(CO4)OC(=O)C)O)C)OC(=O)C. Cell line: CCRF-CEM. Synergy scores: CSS=10.6, Synergy_ZIP=2.02, Synergy_Bliss=3.40, Synergy_Loewe=-5.43, Synergy_HSA=2.49.